The task is: Predict which catalyst facilitates the given reaction.. This data is from Catalyst prediction with 721,799 reactions and 888 catalyst types from USPTO. Reactant: Br[C:2]1[O:3][C:4]2[C:24]([O:25]C(=O)C)=[C:23]([O:29][CH3:30])[CH:22]=[CH:21][C:5]=2[C:6]=1[C:7](=[O:20])[C:8]1[CH:13]=[C:12]([O:14][CH3:15])[C:11]([O:16][CH3:17])=[C:10]([O:18][CH3:19])[CH:9]=1.[CH3:31][NH2:32]. The catalyst class is: 10. Product: [CH3:31][NH:32][C:2]1[O:3][C:4]2[C:24]([OH:25])=[C:23]([O:29][CH3:30])[CH:22]=[CH:21][C:5]=2[C:6]=1[C:7](=[O:20])[C:8]1[CH:13]=[C:12]([O:14][CH3:15])[C:11]([O:16][CH3:17])=[C:10]([O:18][CH3:19])[CH:9]=1.